Predict the product of the given reaction. From a dataset of Forward reaction prediction with 1.9M reactions from USPTO patents (1976-2016). (1) Given the reactants [NH2:1][C:2]1[CH:7]=[CH:6][CH:5]=[CH:4][C:3]=1[CH2:8][NH:9][CH:10]1[CH2:15][CH2:14][N:13]([CH2:16][C:17]2[CH:22]=[CH:21][CH:20]=[CH:19][CH:18]=2)[CH2:12][CH2:11]1.[S:23](N)(N)(=[O:25])=[O:24], predict the reaction product. The product is: [O:24]=[S:23]1(=[O:25])[N:9]([CH:10]2[CH2:11][CH2:12][N:13]([CH2:16][C:17]3[CH:18]=[CH:19][CH:20]=[CH:21][CH:22]=3)[CH2:14][CH2:15]2)[CH2:8][C:3]2[CH:4]=[CH:5][CH:6]=[CH:7][C:2]=2[NH:1]1. (2) Given the reactants [N:1]1([C:7]([O:9][C:10]([CH3:13])([CH3:12])[CH3:11])=[O:8])[CH2:6][CH2:5][NH:4][CH2:3][CH2:2]1.[CH2:14]([CH:16]1[O:18][CH2:17]1)Br.C(=O)([O-])[O-].[K+].[K+], predict the reaction product. The product is: [O:18]1[CH2:17][CH:16]1[CH2:14][N:4]1[CH2:5][CH2:6][N:1]([C:7]([O:9][C:10]([CH3:13])([CH3:12])[CH3:11])=[O:8])[CH2:2][CH2:3]1. (3) Given the reactants [C:1]([CH2:3][C:4]([NH:6][C:7]1[CH:8]=[N:9][CH:10]=[CH:11][C:12]=1[O:13][CH3:14])=[O:5])#[N:2].C([O-])(=O)C.[Na+].[Cl:20][C:21]([Cl:25])([Cl:24])[C:22]#[N:23], predict the reaction product. The product is: [NH2:23][C:22]([C:21]([Cl:25])([Cl:24])[Cl:20])=[C:3]([C:1]#[N:2])[C:4]([NH:6][C:7]1[CH:8]=[N:9][CH:10]=[CH:11][C:12]=1[O:13][CH3:14])=[O:5]. (4) Given the reactants C[O:2][C:3]([C:5]1[C:6]([C:14]2[CH:19]=[CH:18][CH:17]=[CH:16][C:15]=2[N+:20]([O-:22])=[O:21])=[CH:7][CH:8]=[C:9]([C:11](=[S:13])[NH2:12])[CH:10]=1)=[O:4].[C:23]([C:25]1[CH:34]=[CH:33][C:28]([C:29](=O)[CH2:30]Br)=[CH:27][CH:26]=1)#[N:24], predict the reaction product. The product is: [C:23]([C:25]1[CH:34]=[CH:33][C:28]([C:29]2[N:12]=[C:11]([C:9]3[CH:10]=[C:5]([C:3]([OH:2])=[O:4])[C:6]([C:14]4[CH:19]=[CH:18][CH:17]=[CH:16][C:15]=4[N+:20]([O-:22])=[O:21])=[CH:7][CH:8]=3)[S:13][CH:30]=2)=[CH:27][CH:26]=1)#[N:24]. (5) Given the reactants Cl[C:2]1[C:7]([C:8]([O:10][CH2:11][CH3:12])=[O:9])=[CH:6][N:5]=[C:4]([Cl:13])[CH:3]=1.[NH2:14][C:15]1[CH:20]=[CH:19][C:18]([C:21]([N:23]2[CH2:28][CH2:27][O:26][CH2:25][CH2:24]2)=[O:22])=[CH:17][CH:16]=1.CCN(C(C)C)C(C)C, predict the reaction product. The product is: [Cl:13][C:4]1[CH:3]=[C:2]([NH:14][C:15]2[CH:16]=[CH:17][C:18]([C:21]([N:23]3[CH2:24][CH2:25][O:26][CH2:27][CH2:28]3)=[O:22])=[CH:19][CH:20]=2)[C:7]([C:8]([O:10][CH2:11][CH3:12])=[O:9])=[CH:6][N:5]=1.